This data is from Forward reaction prediction with 1.9M reactions from USPTO patents (1976-2016). The task is: Predict the product of the given reaction. (1) Given the reactants [CH3:1][C:2]1([CH3:10])[CH2:7][CH:6]([CH2:8][OH:9])[CH2:5][CH2:4][O:3]1.N1C=CC=CC=1.[C:17]1([CH3:27])[CH:22]=[CH:21][C:20]([S:23](Cl)(=[O:25])=[O:24])=[CH:19][CH:18]=1, predict the reaction product. The product is: [CH3:27][C:17]1[CH:22]=[CH:21][C:20]([S:23]([O:9][CH2:8][CH:6]2[CH2:5][CH2:4][O:3][C:2]([CH3:10])([CH3:1])[CH2:7]2)(=[O:25])=[O:24])=[CH:19][CH:18]=1. (2) Given the reactants [ClH:1].C(OCC)(=O)C.[CH3:8][O:9][C:10]1[CH:15]=[CH:14][C:13]([CH2:16][CH2:17][CH2:18][N:19]2[CH2:24][CH2:23][CH2:22][CH2:21][C@@H:20]2[CH2:25][N:26]2[C:32]3[CH:33]=[CH:34][CH:35]=[CH:36][C:31]=3[CH2:30][O:29][C:28]3[CH:37]=[CH:38][CH:39]=[CH:40][C:27]2=3)=[CH:12][CH:11]=1, predict the reaction product. The product is: [ClH:1].[CH3:8][O:9][C:10]1[CH:15]=[CH:14][C:13]([CH2:16][CH2:17][CH2:18][N:19]2[CH2:24][CH2:23][CH2:22][CH2:21][C@@H:20]2[CH2:25][N:26]2[C:32]3[CH:33]=[CH:34][CH:35]=[CH:36][C:31]=3[CH2:30][O:29][C:28]3[CH:37]=[CH:38][CH:39]=[CH:40][C:27]2=3)=[CH:12][CH:11]=1.